From a dataset of Reaction yield outcomes from USPTO patents with 853,638 reactions. Predict the reaction yield, written as a fraction of the theoretical maximum amount of product (1.0 means a 100% yield; for example, 0.34 means a 34% yield). (1) The reactants are Cl[C:2]1[C:11]2[C:6](=[CH:7][CH:8]=[CH:9][CH:10]=2)[CH:5]=[C:4]([C:12]2[CH:17]=[CH:16][CH:15]=[CH:14][C:13]=2[C:18]([F:21])([F:20])[F:19])[N:3]=1.[NH:22]1[C:30]2[C:25](=[CH:26][CH:27]=[CH:28][CH:29]=2)[C:24]([NH2:31])=[N:23]1. The catalyst is C(O)C. The product is [NH:22]1[C:30]2[C:25](=[CH:26][CH:27]=[CH:28][CH:29]=2)[C:24]([NH:31][C:2]2[C:11]3[C:6](=[CH:7][CH:8]=[CH:9][CH:10]=3)[CH:5]=[C:4]([C:12]3[CH:17]=[CH:16][CH:15]=[CH:14][C:13]=3[C:18]([F:21])([F:20])[F:19])[N:3]=2)=[N:23]1. The yield is 0.270. (2) The reactants are [Cl:1][C:2]1[C:7]([N+:8]([O-:10])=[O:9])=[CH:6][N:5]=[C:4]([NH2:11])[C:3]=1[C:12]#[C:13][Si](C)(C)C.[F-].[K+].C. The catalyst is CN(C=O)C. The product is [Cl:1][C:2]1[C:7]([N+:8]([O-:10])=[O:9])=[CH:6][N:5]=[C:4]([NH2:11])[C:3]=1[C:12]#[CH:13]. The yield is 0.710.